This data is from Peptide-MHC class I binding affinity with 185,985 pairs from IEDB/IMGT. The task is: Regression. Given a peptide amino acid sequence and an MHC pseudo amino acid sequence, predict their binding affinity value. This is MHC class I binding data. (1) The peptide sequence is RLERWHSLI. The MHC is HLA-B27:05 with pseudo-sequence HLA-B27:05. The binding affinity (normalized) is 0.344. (2) The peptide sequence is VFPNEVGARI. The MHC is Mamu-A01 with pseudo-sequence Mamu-A01. The binding affinity (normalized) is 0.292. (3) The peptide sequence is ALLIGAVVSV. The MHC is H-2-Db with pseudo-sequence H-2-Db. The binding affinity (normalized) is 0.0503. (4) The peptide sequence is VPDIKLDAV. The MHC is HLA-B53:01 with pseudo-sequence HLA-B53:01. The binding affinity (normalized) is 0.00936. (5) The peptide sequence is RFSWLSLLVPF. The MHC is HLA-A23:01 with pseudo-sequence HLA-A23:01. The binding affinity (normalized) is 0.766.